Predict the reactants needed to synthesize the given product. From a dataset of Full USPTO retrosynthesis dataset with 1.9M reactions from patents (1976-2016). Given the product [C:20]([O:11][CH2:10][CH3:9])(=[O:19])[CH3:21].[CH3:14][CH2:7][CH2:8][CH:9]([CH3:12])[CH3:10].[Cl:6][C:7]1[C:8]([CH3:1])=[C:9]([CH:12]=[CH:13][C:14]=1[Cl:15])[CH:10]=[O:11], predict the reactants needed to synthesize it. The reactants are: [CH2:1]([Li])CCC.[Cl:6][C:7]1[CH:8]=[C:9]([CH:12]=[CH:13][C:14]=1[Cl:15])[CH:10]=[O:11].CI.Cl.[O:19]1CC[CH2:21][CH2:20]1.